Dataset: Reaction yield outcomes from USPTO patents with 853,638 reactions. Task: Predict the reaction yield, written as a fraction of the theoretical maximum amount of product (1.0 means a 100% yield; for example, 0.34 means a 34% yield). (1) The reactants are [NH2:1][C:2]1[C:7]([F:8])=[CH:6][C:5]([Br:9])=[CH:4][C:3]=1[OH:10].FC(F)(F)S([O-])(=O)=O.[Yb+3].FC(F)(F)S([O-])(=O)=O.FC(F)(F)S([O-])(=O)=O.[C:36](OC)(OC)(OC)[CH3:37]. The catalyst is CCO. The product is [Br:9][C:5]1[CH:6]=[C:7]([F:8])[C:2]2[N:1]=[C:36]([CH3:37])[O:10][C:3]=2[CH:4]=1. The yield is 0.730. (2) The reactants are [Cl:1][C:2]1[CH:7]=[CH:6][C:5]([S:8]([CH2:11][C:12]#[N:13])(=[O:10])=[O:9])=[CH:4][CH:3]=1.[C:14](=O)([O-])[O-].[K+].[K+].[CH3:20][O:21][C:22]1[CH:23]=[C:24]([N:30]=[C:31]=[S:32])[CH:25]=[C:26]([O:28][CH3:29])[CH:27]=1.CI. The catalyst is CC(C)=O. The product is [Cl:1][C:2]1[CH:3]=[CH:4][C:5]([S:8]([C:11](=[C:31]([NH:30][C:24]2[CH:25]=[C:26]([O:28][CH3:29])[CH:27]=[C:22]([O:21][CH3:20])[CH:23]=2)[S:32][CH3:14])[C:12]#[N:13])(=[O:9])=[O:10])=[CH:6][CH:7]=1. The yield is 0.650. (3) The product is [CH:1]([N:14]1[CH2:19][CH2:18][N:17]([C:20]2[CH:25]=[CH:24][C:23]([NH:26][C:31](=[O:32])[C:30]3[CH:34]=[CH:35][CH:36]=[N:37][C:29]=3[CH3:28])=[CH:22][C:21]=2[F:27])[CH2:16][CH2:15]1)([C:2]1[CH:7]=[CH:6][CH:5]=[CH:4][CH:3]=1)[C:8]1[CH:9]=[CH:10][CH:11]=[CH:12][CH:13]=1. No catalyst specified. The yield is 0.276. The reactants are [CH:1]([N:14]1[CH2:19][CH2:18][N:17]([C:20]2[CH:25]=[CH:24][C:23]([NH2:26])=[CH:22][C:21]=2[F:27])[CH2:16][CH2:15]1)([C:8]1[CH:13]=[CH:12][CH:11]=[CH:10][CH:9]=1)[C:2]1[CH:7]=[CH:6][CH:5]=[CH:4][CH:3]=1.[CH3:28][C:29]1[N:37]=[CH:36][CH:35]=[CH:34][C:30]=1[C:31](O)=[O:32]. (4) The reactants are [C:1]([NH:4][C:5]1[N:6]=[C:7]([C:10]2[CH:11]=[C:12]3[C:17](=[CH:18][CH:19]=2)[C:16](=[O:20])[N:15]([CH2:21][CH:22]([CH3:24])[CH3:23])[C:14]([CH2:25][NH:26]C(=O)OC(C)(C)C)=[C:13]3[C:34]2[CH:39]=[CH:38][CH:37]=[CH:36][CH:35]=2)[S:8][CH:9]=1)(=[O:3])[CH3:2].[ClH:40]. The catalyst is C(OCC)(=O)C. The product is [ClH:40].[NH2:26][CH2:25][C:14]1[N:15]([CH2:21][CH:22]([CH3:24])[CH3:23])[C:16](=[O:20])[C:17]2[C:12]([C:13]=1[C:34]1[CH:35]=[CH:36][CH:37]=[CH:38][CH:39]=1)=[CH:11][C:10]([C:7]1[S:8][CH:9]=[C:5]([NH:4][C:1](=[O:3])[CH3:2])[N:6]=1)=[CH:19][CH:18]=2. The yield is 0.917.